Dataset: Catalyst prediction with 721,799 reactions and 888 catalyst types from USPTO. Task: Predict which catalyst facilitates the given reaction. (1) Reactant: [CH2:1]([O:5][CH2:6][CH2:7][O:8][C:9]1[CH:14]=[CH:13][C:12]([C:15]2[CH:16]=[CH:17][C:18]3[N:24]([CH2:25][CH:26]([CH3:28])[CH3:27])[CH2:23][CH2:22][C:21]([C:29]([NH:31][C:32]4[CH:37]=[CH:36][C:35]([S:38][CH2:39][C:40]5[N:41]([CH:45]([CH2:47][CH3:48])[CH3:46])[CH:42]=[CH:43][N:44]=5)=[CH:34][CH:33]=4)=[O:30])=[CH:20][C:19]=3[CH:49]=2)=[CH:11][CH:10]=1)[CH2:2][CH2:3][CH3:4].ClC1C=CC=C(C(OO)=[O:58])C=1.S([O-])([O-])(=O)=S.[Na+].[Na+]. Product: [CH2:1]([O:5][CH2:6][CH2:7][O:8][C:9]1[CH:10]=[CH:11][C:12]([C:15]2[CH:16]=[CH:17][C:18]3[N:24]([CH2:25][CH:26]([CH3:27])[CH3:28])[CH2:23][CH2:22][C:21]([C:29]([NH:31][C:32]4[CH:33]=[CH:34][C:35]([S:38]([CH2:39][C:40]5[N:41]([CH:45]([CH2:47][CH3:48])[CH3:46])[CH:42]=[CH:43][N:44]=5)=[O:58])=[CH:36][CH:37]=4)=[O:30])=[CH:20][C:19]=3[CH:49]=2)=[CH:13][CH:14]=1)[CH2:2][CH2:3][CH3:4]. The catalyst class is: 4. (2) Reactant: C(O)(=O)/C=C/C(O)=O.[C:9]1([CH:15]2[CH2:21][CH2:20][CH2:19][CH2:18][NH:17][CH2:16]2)[CH:14]=[CH:13][CH:12]=[CH:11][CH:10]=1.[CH:22]([C:24]1[CH:39]=[CH:38][C:27]([O:28][C:29]2[CH:37]=[CH:36][C:32]([C:33]([NH2:35])=[O:34])=[CH:31][N:30]=2)=[CH:26][CH:25]=1)=O.C(O[BH-](OC(=O)C)OC(=O)C)(=O)C.[Na+].C(O)(=O)C. Product: [C:9]1([CH:15]2[CH2:21][CH2:20][CH2:19][CH2:18][N:17]([CH2:22][C:24]3[CH:39]=[CH:38][C:27]([O:28][C:29]4[CH:37]=[CH:36][C:32]([C:33]([NH2:35])=[O:34])=[CH:31][N:30]=4)=[CH:26][CH:25]=3)[CH2:16]2)[CH:14]=[CH:13][CH:12]=[CH:11][CH:10]=1. The catalyst class is: 26. (3) Reactant: [N+:1]([C:4]1[C:5]([NH2:13])=[N:6][CH:7]=[C:8]([N+:10]([O-:12])=[O:11])[CH:9]=1)([O-:3])=[O:2].Cl[C:15]1[CH:20]=[CH:19][CH:18]=[CH:17][C:16]=1[OH:21].C([O-])(=O)C.[Na+].CCO. Product: [N+:1]([C:4]1[C:5]([NH:13][C:15]2[CH:20]=[CH:19][CH:18]=[CH:17][C:16]=2[OH:21])=[N:6][CH:7]=[C:8]([N+:10]([O-:12])=[O:11])[CH:9]=1)([O-:3])=[O:2]. The catalyst class is: 6. (4) Reactant: [CH:1]1[CH:6]=[CH:5][CH:4]=[CH:3][CH:2]=1.[C:7](Cl)(=[O:10])[CH:8]=[CH2:9].[Cl-].[Al+3].[Cl-].[Cl-].Cl. Product: [C:7]([C:1]1[CH:6]=[CH:5][CH:4]=[CH:3][CH:2]=1)(=[O:10])[CH:8]=[CH2:9]. The catalyst class is: 4. (5) Reactant: C(Cl)Cl.[C:4]([O:8][C:9]([NH:11][CH:12]1[CH2:17][CH2:16][C:15](=O)[CH2:14][CH2:13]1)=[O:10])([CH3:7])([CH3:6])[CH3:5].[CH3:19][NH:20][CH2:21][C:22]1[CH:27]=[CH:26][CH:25]=[CH:24][CH:23]=1.C(O[BH-](OC(=O)C)OC(=O)C)(=O)C.[Na+]. Product: [CH2:21]([N:20]([CH3:19])[C@H:15]1[CH2:16][CH2:17][C@H:12]([NH:11][C:9]([O:8][C:4]([CH3:7])([CH3:6])[CH3:5])=[O:10])[CH2:13][CH2:14]1)[C:22]1[CH:27]=[CH:26][CH:25]=[CH:24][CH:23]=1. The catalyst class is: 662. (6) Reactant: O[CH:2]=[C:3]1[C:11]2[C:6](=[CH:7][C:8]([C:12]([C:14]3[CH:15]=[C:16]([NH:20][C:21]([C:23]4[N:24]([CH2:29][CH3:30])[N:25]=[C:26]([CH3:28])[CH:27]=4)=[O:22])[CH:17]=[CH:18][CH:19]=3)=[O:13])=[CH:9][CH:10]=2)[NH:5][C:4]1=[O:31].[NH2:32][C:33]1[CH:34]=[C:35]([OH:39])[CH:36]=[CH:37][CH:38]=1. Product: [OH:39][C:35]1[CH:34]=[C:33]([NH:32][CH:2]=[C:3]2[C:11]3[C:6](=[CH:7][C:8]([C:12]([C:14]4[CH:15]=[C:16]([NH:20][C:21]([C:23]5[N:24]([CH2:29][CH3:30])[N:25]=[C:26]([CH3:28])[CH:27]=5)=[O:22])[CH:17]=[CH:18][CH:19]=4)=[O:13])=[CH:9][CH:10]=3)[NH:5][C:4]2=[O:31])[CH:38]=[CH:37][CH:36]=1. The catalyst class is: 1. (7) Reactant: [OH:1][C:2]1[CH:11]=[C:10]2[C:5]([C:6](=[O:14])[CH2:7][C:8]([CH3:13])([CH3:12])[O:9]2)=[CH:4][CH:3]=1.C(=O)([O-])[O-].[K+].[K+].[CH2:21](Br)[CH:22]=[CH2:23]. Product: [CH2:23]([O:1][C:2]1[CH:11]=[C:10]2[C:5]([C:6](=[O:14])[CH2:7][C:8]([CH3:12])([CH3:13])[O:9]2)=[CH:4][CH:3]=1)[CH:22]=[CH2:21]. The catalyst class is: 42. (8) Reactant: Cl.[NH2:2][C@@H:3]1[C:11]2[C:6](=[C:7]([C:12]3[N:16]=[C:15]([C:17]4[CH:18]=[CH:19][C:20]([O:25][CH:26]([CH3:28])[CH3:27])=[C:21]([CH:24]=4)[C:22]#[N:23])[O:14][N:13]=3)[CH:8]=[CH:9][CH:10]=2)[CH2:5][CH2:4]1.[C:29](Cl)(=[O:31])[CH3:30]. Product: [C:22]([C:21]1[CH:24]=[C:17]([C:15]2[O:14][N:13]=[C:12]([C:7]3[CH:8]=[CH:9][CH:10]=[C:11]4[C:6]=3[CH2:5][CH2:4][C@@H:3]4[NH:2][C:29](=[O:31])[CH3:30])[N:16]=2)[CH:18]=[CH:19][C:20]=1[O:25][CH:26]([CH3:28])[CH3:27])#[N:23]. The catalyst class is: 2. (9) Reactant: [C:1]([C:3]1[CH:8]=[CH:7][CH:6]=[CH:5][C:4]=1[C:9]1[CH:14]=[CH:13][C:12]([CH2:15][C:16]2[C:17](=[O:42])[N:18]([C:28]3[CH:41]=[CH:40][C:31]([O:32][C:33]([CH3:39])([CH3:38])[C:34](OC)=[O:35])=[CH:30][CH:29]=3)[C:19]3[N:20]([N:25]=[CH:26][N:27]=3)[C:21]=2[CH2:22][CH2:23][CH3:24])=[CH:11][CH:10]=1)#[N:2].[BH4-].[Li+].C(OCC)(=O)C.[Cl-].[NH4+]. Product: [OH:35][CH2:34][C:33]([CH3:38])([CH3:39])[O:32][C:31]1[CH:40]=[CH:41][C:28]([N:18]2[C:17](=[O:42])[C:16]([CH2:15][C:12]3[CH:13]=[CH:14][C:9]([C:4]4[C:3]([C:1]#[N:2])=[CH:8][CH:7]=[CH:6][CH:5]=4)=[CH:10][CH:11]=3)=[C:21]([CH2:22][CH2:23][CH3:24])[N:20]3[N:25]=[CH:26][N:27]=[C:19]23)=[CH:29][CH:30]=1. The catalyst class is: 7. (10) Reactant: [CH3:1][C:2]1[CH:11]=[CH:10][CH:9]=[C:8]2[C:3]=1[CH:4]=[CH:5][NH:6][C:7]2=[O:12].[Br:13]Br.CCOCC. Product: [Br:13][C:4]1[C:3]2[C:8](=[CH:9][CH:10]=[CH:11][C:2]=2[CH3:1])[C:7](=[O:12])[NH:6][CH:5]=1. The catalyst class is: 2.